The task is: Regression. Given two drug SMILES strings and cell line genomic features, predict the synergy score measuring deviation from expected non-interaction effect.. This data is from Merck oncology drug combination screen with 23,052 pairs across 39 cell lines. Drug 1: O=S1(=O)NC2(CN1CC(F)(F)F)C1CCC2Cc2cc(C=CCN3CCC(C(F)(F)F)CC3)ccc2C1. Drug 2: O=P1(N(CCCl)CCCl)NCCCO1. Cell line: CAOV3. Synergy scores: synergy=30.7.